Dataset: Forward reaction prediction with 1.9M reactions from USPTO patents (1976-2016). Task: Predict the product of the given reaction. Given the reactants [OH-].[Na+].C([O:6][C:7](=[O:19])[CH2:8][CH:9]1[CH2:14][CH2:13][CH2:12][CH2:11][CH:10]1[O:15][CH2:16][CH:17]=[CH2:18])C=C, predict the reaction product. The product is: [CH2:16]([O:15][C@@H:10]1[CH2:11][CH2:12][CH2:13][CH2:14][C@H:9]1[CH2:8][C:7]([OH:19])=[O:6])[CH:17]=[CH2:18].